Dataset: NCI-60 drug combinations with 297,098 pairs across 59 cell lines. Task: Regression. Given two drug SMILES strings and cell line genomic features, predict the synergy score measuring deviation from expected non-interaction effect. Synergy scores: CSS=0.834, Synergy_ZIP=-0.385, Synergy_Bliss=-0.0603, Synergy_Loewe=-1.87, Synergy_HSA=-0.990. Drug 2: C1CN(P(=O)(OC1)NCCCl)CCCl. Cell line: T-47D. Drug 1: CN(C)N=NC1=C(NC=N1)C(=O)N.